Task: Predict the product of the given reaction.. Dataset: Forward reaction prediction with 1.9M reactions from USPTO patents (1976-2016) (1) Given the reactants [NH2:1][C:2]1[C:3]2[S:15][CH:14]=[C:13]([C:16]3[CH:21]=[CH:20][C:19]([NH:22][C:23]([C:25]4[N:26]([CH3:34])[C:27]5[C:32]([CH:33]=4)=[CH:31][CH:30]=[CH:29][CH:28]=5)=[O:24])=[C:18]([O:35][CH3:36])[CH:17]=3)[C:4]=2[C:5](/[N:8]=C/N(C)C)=[N:6][CH:7]=1.ClC(OC)=S.CS[C:44](=[O:46])[NH2:45].Cl.CNOC.C(N(CC)C(C)C)(C)C.[OH:61][CH2:62][CH2:63][N:64]1[CH2:69][CH2:68]N[CH2:66][CH2:65]1, predict the reaction product. The product is: [NH2:8][C:5]1[C:4]2[C:13]([C:16]3[CH:21]=[CH:20][C:19]([NH:22][C:23]([C:25]4[N:26]([CH3:34])[C:27]5[C:32]([CH:33]=4)=[CH:31][CH:30]=[CH:29][CH:28]=5)=[O:24])=[C:18]([O:35][CH3:36])[CH:17]=3)=[CH:14][S:15][C:3]=2[C:2]([NH:1][C:44]([N:45]2[CH2:68][CH2:69][N:64]([CH2:63][CH2:62][OH:61])[CH2:65][CH2:66]2)=[O:46])=[CH:7][N:6]=1. (2) Given the reactants [C:1]1([CH3:22])[CH:6]=[CH:5][C:4]([S:7]([N:10]2[C:14]3[N:15]=[CH:16][N:17]=[C:18]([C:19](=[O:21])[CH3:20])[C:13]=3[CH:12]=[CH:11]2)(=[O:9])=[O:8])=[CH:3][CH:2]=1.[BrH:23].BrBr, predict the reaction product. The product is: [Br:23][CH2:20][C:19]([C:18]1[C:13]2[CH:12]=[CH:11][N:10]([S:7]([C:4]3[CH:3]=[CH:2][C:1]([CH3:22])=[CH:6][CH:5]=3)(=[O:9])=[O:8])[C:14]=2[N:15]=[CH:16][N:17]=1)=[O:21]. (3) Given the reactants [S:1](=[O:22])(=[O:21])([O:3][CH2:4][C@@H:5]1[C@@H:9]([C:10]2[CH:15]=[CH:14][CH:13]=[CH:12][C:11]=2[N+:16]([O-:18])=[O:17])[O:8][C:7](C)(C)[O:6]1)[NH2:2].Cl.C1N=CN(C(N2C=NC=C2)=[O:30])C=1, predict the reaction product. The product is: [S:1](=[O:22])(=[O:21])([O:3][CH2:4][C@@H:5]1[C@@H:9]([C:10]2[CH:15]=[CH:14][CH:13]=[CH:12][C:11]=2[N+:16]([O-:18])=[O:17])[O:8][C:7](=[O:30])[O:6]1)[NH2:2]. (4) Given the reactants Br[C:2]1[N:6]([CH3:7])[CH:5]=[N:4][C:3]=1[C:8]1[CH:13]=[C:12]([C:14]#[N:15])[CH:11]=[CH:10][N:9]=1.[CH2:16]([O:23][C:24]1[CH:25]=[C:26](B(O)O)[CH:27]=[CH:28][C:29]=1[F:30])[C:17]1[CH:22]=[CH:21][CH:20]=[CH:19][CH:18]=1, predict the reaction product. The product is: [F:30][C:29]1[CH:28]=[CH:27][C:26]([C:2]2[N:6]([CH3:7])[CH:5]=[N:4][C:3]=2[C:8]2[CH:13]=[C:12]([C:14]#[N:15])[CH:11]=[CH:10][N:9]=2)=[CH:25][C:24]=1[O:23][CH2:16][C:17]1[CH:18]=[CH:19][CH:20]=[CH:21][CH:22]=1. (5) Given the reactants [O:1]=[C:2]1[CH2:7][CH2:6][N:5]([C:8]([O:10][C:11]([CH3:14])([CH3:13])[CH3:12])=[O:9])[CH2:4][CH2:3]1.CC(C)([O-])C.[Na+].Br[C:22]1[CH:27]=[CH:26][C:25]([OH:28])=[CH:24][C:23]=1[CH3:29], predict the reaction product. The product is: [OH:28][C:25]1[CH:26]=[CH:27][C:22]([CH:7]2[C:2](=[O:1])[CH2:3][CH2:4][N:5]([C:8]([O:10][C:11]([CH3:14])([CH3:13])[CH3:12])=[O:9])[CH2:6]2)=[C:23]([CH3:29])[CH:24]=1.